From a dataset of Choline transporter screen with 302,306 compounds. Binary Classification. Given a drug SMILES string, predict its activity (active/inactive) in a high-throughput screening assay against a specified biological target. (1) The molecule is S(=O)(=O)(N1CCOCC1)c1cc(n2c(c(cc2C)C(=O)CN2C(=O)N(C(=O)C2=O)C)C)ccc1. The result is 0 (inactive). (2) The drug is O\1C(C(OC1=C\C=N/c1cc(OC)ccc1)(C)C)(C)C. The result is 0 (inactive). (3) The compound is O=C(NC1CC(Cc2n(ncc12)c1ccc(OC)cc1)(C)C)CCC1=NNC(=O)CC1. The result is 0 (inactive). (4) The drug is Clc1c(c2oc(nn2)CN(C2CC2)C(=O)c2cc([N+]([O-])=O)cc([N+]([O-])=O)c2)cccc1. The result is 0 (inactive). (5) The compound is Clc1c(Cc2nc(on2)CN2CCC(CC2)CCCOC)cccc1. The result is 0 (inactive). (6) The drug is O(c1nc(Nc2ccc([N+]([O-])=O)cc2)nc(NCC=C)n1)CC. The result is 0 (inactive). (7) The compound is FC(F)(F)c1ccc(C(=O)N2CCN(C(Cc3ccccc3)COCc3cc(ccc3)C)C(=O)CC2)cc1. The result is 0 (inactive).